Dataset: Forward reaction prediction with 1.9M reactions from USPTO patents (1976-2016). Task: Predict the product of the given reaction. (1) Given the reactants [C:1]([O:5][C:6]([NH:8][C:9]1[CH:10]=[CH:11][C:12]([C:15](OCC)=[O:16])=[N:13][CH:14]=1)=[O:7])([CH3:4])([CH3:3])[CH3:2].[H-].[H-].[H-].[H-].[Li+].[Al+3], predict the reaction product. The product is: [OH:16][CH2:15][C:12]1[N:13]=[CH:14][C:9]([NH:8][C:6](=[O:7])[O:5][C:1]([CH3:3])([CH3:2])[CH3:4])=[CH:10][CH:11]=1. (2) Given the reactants [Cl:1][C:2]1[CH:9]=[CH:8][C:5]([CH2:6][NH2:7])=[CH:4][CH:3]=1.[CH3:10][C:11]1[CH:16]=[C:15]([CH:17]2[CH2:21][CH2:20][CH2:19][N:18]2[CH3:22])[CH:14]=[CH:13][C:12]=1[C:23]1[CH:28]=[CH:27][C:26]([CH:29]=O)=[CH:25][CH:24]=1, predict the reaction product. The product is: [Cl:1][C:2]1[CH:9]=[CH:8][C:5]([CH2:6][NH:7][CH2:29][C:26]2[CH:25]=[CH:24][C:23]([C:12]3[CH:13]=[CH:14][C:15]([CH:17]4[CH2:21][CH2:20][CH2:19][N:18]4[CH3:22])=[CH:16][C:11]=3[CH3:10])=[CH:28][CH:27]=2)=[CH:4][CH:3]=1. (3) Given the reactants S(=O)(=O)(O)O.[O:6]1[CH:11]=[CH:10][CH:9]=[CH:8][NH:7]1.[N+:12]([O-])([OH:14])=[O:13].[OH-].[Na+], predict the reaction product. The product is: [N+:12]([C:8]1[NH:7][O:6][CH:11]=[CH:10][CH:9]=1)([O-:14])=[O:13]. (4) Given the reactants [CH2:1]([N:3]1[C:7]2=[N:8][C:9]([CH2:42][CH3:43])=[C:10]([CH2:19][NH:20][C:21](=[O:41])[CH2:22][C:23]([NH:25][CH2:26][C:27]3[CH:28]=[C:29]([C:33]4[CH:38]=[CH:37][CH:36]=[C:35]([CH:39]=O)[CH:34]=4)[CH:30]=[CH:31][CH:32]=3)=[O:24])[C:11]([NH:12][CH:13]3[CH2:18][CH2:17][O:16][CH2:15][CH2:14]3)=[C:6]2[CH:5]=[N:4]1)[CH3:2].[NH:44]1[CH2:48][CH2:47][C@H:46]([NH:49]C(=O)OC(C)(C)C)[CH2:45]1.[BH-](OC(C)=O)(OC(C)=O)OC(C)=O.[Na+].CC(O)=O.C(O)(C(F)(F)F)=O, predict the reaction product. The product is: [NH2:49][C@H:46]1[CH2:47][CH2:48][N:44]([CH2:39][C:35]2[CH:34]=[C:33]([C:29]3[CH:30]=[CH:31][CH:32]=[C:27]([CH2:26][NH:25][C:23](=[O:24])[CH2:22][C:21]([NH:20][CH2:19][C:10]4[C:11]([NH:12][CH:13]5[CH2:18][CH2:17][O:16][CH2:15][CH2:14]5)=[C:6]5[CH:5]=[N:4][N:3]([CH2:1][CH3:2])[C:7]5=[N:8][C:9]=4[CH2:42][CH3:43])=[O:41])[CH:28]=3)[CH:38]=[CH:37][CH:36]=2)[CH2:45]1. (5) Given the reactants [C:1]1([N:7]2[CH2:12][CH2:11][N:10]([CH2:13][CH2:14][NH2:15])[CH2:9][CH2:8]2)[CH:6]=[CH:5][CH:4]=[CH:3][CH:2]=1.[C:16]([N:20]1[C:24]([C:25]2[CH:30]=[CH:29][C:28]([CH3:31])=[CH:27][CH:26]=2)=[CH:23][C:22]([CH:32]=O)=[N:21]1)([CH3:19])([CH3:18])[CH3:17], predict the reaction product. The product is: [C:16]([N:20]1[C:24]([C:25]2[CH:26]=[CH:27][C:28]([CH3:31])=[CH:29][CH:30]=2)=[CH:23][C:22]([CH2:32][NH:15][CH2:14][CH2:13][N:10]2[CH2:9][CH2:8][N:7]([C:1]3[CH:2]=[CH:3][CH:4]=[CH:5][CH:6]=3)[CH2:12][CH2:11]2)=[N:21]1)([CH3:19])([CH3:18])[CH3:17]. (6) Given the reactants [CH3:1][C:2]([CH3:6])([OH:5])[C:3]#[N:4].[S:7](=[O:11])(=[O:10])([OH:9])[OH:8], predict the reaction product. The product is: [OH:5][C:2]([CH3:6])([CH3:1])[C:3]([NH2:4])=[O:8].[S:7]([OH:11])([OH:10])(=[O:9])=[O:8].[OH:5][C:2]([CH3:6])([CH3:1])[C:3]([NH2:4])=[O:8]. (7) Given the reactants Cl[S:2]([C:5]1[CH:6]=[C:7]([CH:12]=[C:13]([C:15]([F:18])([F:17])[F:16])[CH:14]=1)[C:8]([O:10][CH3:11])=[O:9])(=[O:4])=[O:3].CCN(C(C)C)C(C)C.[NH:28]1[CH2:33][CH2:32][S:31](=[O:35])(=[O:34])[CH2:30][CH2:29]1.[NH4+].[Cl-], predict the reaction product. The product is: [CH3:11][O:10][C:8](=[O:9])[C:7]1[CH:12]=[C:13]([C:15]([F:18])([F:17])[F:16])[CH:14]=[C:5]([S:2]([N:28]2[CH2:33][CH2:32][S:31](=[O:35])(=[O:34])[CH2:30][CH2:29]2)(=[O:4])=[O:3])[CH:6]=1. (8) Given the reactants C1(C)C=CC(S(O)(=O)=O)=CC=1.CC1C=CC(S(O[CH2:23][CH2:24][C:25]2[S:26][C:27]3[CH:33]=[CH:32][C:31]([Br:34])=[CH:30][C:28]=3[CH:29]=2)(=O)=O)=CC=1.C([O-])([O-])=O.[K+].[K+].[CH3:41][C@@H:42]1[CH2:46][CH2:45][CH2:44][NH:43]1.C(#N)C, predict the reaction product. The product is: [Br:34][C:31]1[CH:32]=[CH:33][C:27]2[S:26][C:25]([CH2:24][CH2:23][N:43]3[CH2:44][CH2:45][CH2:46][C@H:42]3[CH3:41])=[CH:29][C:28]=2[CH:30]=1. (9) Given the reactants [NH2:1][C:2]1[CH:36]=[CH:35][C:5]([CH2:6][O:7][CH2:8][CH2:9][O:10][CH2:11][CH2:12][CH2:13][CH2:14][CH2:15][CH2:16][N:17]2[CH2:21][C@@H:20]([C:22]3[CH:33]=[CH:32][C:25]4[O:26][C:27]([CH3:31])([CH3:30])[O:28][CH2:29][C:24]=4[CH:23]=3)[O:19][C:18]2=[O:34])=[CH:4][CH:3]=1.[C:37]1([N:43]=[C:44]=[O:45])[CH:42]=[CH:41][CH:40]=[CH:39][CH:38]=1.C(O)(C)C, predict the reaction product. The product is: [CH3:31][C:27]1([CH3:30])[O:26][C:25]2[CH:32]=[CH:33][C:22]([C@H:20]3[O:19][C:18](=[O:34])[N:17]([CH2:16][CH2:15][CH2:14][CH2:13][CH2:12][CH2:11][O:10][CH2:9][CH2:8][O:7][CH2:6][C:5]4[CH:4]=[CH:3][C:2]([NH:1][C:44]([NH:43][C:37]5[CH:42]=[CH:41][CH:40]=[CH:39][CH:38]=5)=[O:45])=[CH:36][CH:35]=4)[CH2:21]3)=[CH:23][C:24]=2[CH2:29][O:28]1. (10) The product is: [O:22]1[CH2:8][CH:7]([CH2:6][CH:5]([CH2:9][CH2:10][C:11]2[CH:16]=[CH:15][CH:14]=[C:13]([C:17]([F:19])([F:20])[F:18])[CH:12]=2)[C:4]([O:3][CH2:1][CH3:2])=[O:21])[O:24][O:23]1. Given the reactants [CH2:1]([O:3][C:4](=[O:21])[CH:5]([CH2:9][CH2:10][C:11]1[CH:16]=[CH:15][CH:14]=[C:13]([C:17]([F:20])([F:19])[F:18])[CH:12]=1)[CH2:6][CH:7]=[CH2:8])[CH3:2].[O:22]=[O+:23][O-:24].C1C=CC(P(C2C=CC=CC=2)C2C=CC=CC=2)=CC=1, predict the reaction product.